This data is from Forward reaction prediction with 1.9M reactions from USPTO patents (1976-2016). The task is: Predict the product of the given reaction. Given the reactants Br[C:2]1[CH:3]=[CH:4][C:5]([F:17])=[C:6]([C:8]2[C:9]([C:15]#[N:16])=[CH:10][CH:11]=[CH:12][C:13]=2[F:14])[CH:7]=1.C([O-])(=O)C.[K+].[B:23]1([B:23]2[O:28][CH2:27][C:26]([CH3:30])([CH3:29])[CH2:25][O:24]2)[O:28][CH2:27][C:26]([CH3:30])([CH3:29])[CH2:25][O:24]1, predict the reaction product. The product is: [CH3:29][C:26]1([CH3:30])[CH2:27][O:28][B:23]([C:2]2[CH:3]=[CH:4][C:5]([F:17])=[C:6]([C:8]3[C:9]([C:15]#[N:16])=[CH:10][CH:11]=[CH:12][C:13]=3[F:14])[CH:7]=2)[O:24][CH2:25]1.